This data is from Human Reference Interactome with 51,813 positive PPI pairs across 8,248 proteins, plus equal number of experimentally-validated negative pairs. The task is: Binary Classification. Given two protein amino acid sequences, predict whether they physically interact or not. (1) Protein 1 (ENSG00000092531) has sequence MDNLSSEEIQQRAHQITDESLESTRRILGLAIESQDAGIKTITMLDEQKEQLNRIEEGLDQINKDMRETEKTLTELNKCCGLCVCPCNRTKNFESGKAYKTTWGDGGENSPCNVVSKQPGPVTNGQLQQPTTGAASGGYIKRITNDAREDEMEENLTQVGSILGNLKDMALNIGNEIDAQNPQIKRITDKADTNRDRIDIANARAKKLIDS*MDNLSSEEIQQRAHQITDESLESTRRILGLAIESQDAGIKTITMLDEQKEQLNRIEEGLDQINKDMRETEKTLTELNKCCGLCVCPCN.... Protein 2 (ENSG00000214511) has sequence MSSDNQWSADEDEGQLSRLIRKSRDSPFVPIGIAGFVTVVSCGLYKLKYRRDQKMSIHLIHMRVAAQGFVVGAVTLGVLYSMYKDYIRPRFFSESKK*. Result: 0 (the proteins do not interact). (2) Protein 1 (ENSG00000170743) has sequence MPGARDALCHQALQLLAELCARGALEHDSCQDFIYHLRDRARPRLRDPDISVSLLTLVVTACGLALFGVSLFVSWKLCWVPWRERGLPSGSKDNNQEPLNYMDTETNEQENSEDFLDPPTPCPDSSMKISHTSPDIPLSTQTGIQENCAHGVRVQRQVTEPTSSARHNSIRRQLNLSNPDFNIQQLQKQEQLTGIGRIKPELYKQRSLDNDDGRRSNSKACGKLNFILKYDCDLEQLIVKIHKAVNLPAKDFSGTSDPYVKIYLLPDRKTKHQTKVHRKTLNPVFDEVFLFPVPYNDLEA.... Protein 2 (ENSG00000152137) has sequence MADGQMPFSCHYPSRLRRDPFRDSPLSSRLLDDGFGMDPFPDDLTASWPDWALPRLSSAWPGTLRSGMVPRGPTATARFGVPAEGRTPPPFPGEPWKVCVNVHSFKPEELMVKTKDGYVEVSGKHEEKQQEGGIVSKNFTKKIQLPAEVDPVTVFASLSPEGLLIIEAPQVPPYSTFGESSFNNELPQDSQEVTCT*XEPWKVCVNVHSFKPEELMVKTKDGYVEVSGKHEEKQQEGGIVSKNFTKKIQEHNTTGSKLKQTRDEGTSKQADKIVTGVGGCGHLKKYHRGSLYCHLFLIFS.... Result: 0 (the proteins do not interact). (3) Protein 1 (ENSG00000178922) has sequence MAPLRFSANLSWLFPELSGLPARVRAAGSSGFEAVEVAWPYAETPEALARAAREAGLRLVLINTPPGDQEKGEMGLGAVPGRQAAFREGLEQAVRYAKALGCPRIHLMAGRVPQGADRIAVKAEMEAVFLENLRHAAGVLAQEDLVGLLEPINTRITDPQYFLDTPQQAAAILQKVGRPNLQLQMDIFHWQIMDGNLTGNIREFLPIVGHVQVAQVPGRGEPSSPGELNFPYLFQLLEDEGYKGFVG*MAPLRFSANLSWLFPELSGLPARVRAAGSSGFEAVEVAWPYAETPEALARAA.... Protein 2 (ENSG00000186442) has sequence MSRQASKTSGGGSQGFSGRSAVVSGSSRMSCVAHSGGAGGGAYGFRSGAGGFGSRSLYNLGGNKSISISVAAGGSRAGGFGGGRSSCAFAGGYGGGFGSGYGGGFGGGFGGGRGMGGGFGGAGGFGGAGGFGGAGGFGGPGGFGGSGGFGGPGSLGSPGGFGPGGFPGGIQEVTINQSLLQPLNVEIDPQIGQVKAQEREQIKTLNNKFASFIDKVRFLEQQNKVLETKWNLLQQQGTSSISGTNNLEPLFENHINYLRSYLDNILGERGRLDSELKNMEDLVEDFKKKYEDEINKRTAA.... Result: 1 (the proteins interact).